From a dataset of Catalyst prediction with 721,799 reactions and 888 catalyst types from USPTO. Predict which catalyst facilitates the given reaction. (1) The catalyst class is: 2. Reactant: [Br:1][C:2]1[CH:3]=[C:4]([CH:8]=[CH:9][C:10]=1[Cl:11])[C:5](O)=[O:6].[CH3:12][N:13](C)C=O.C(Cl)(=O)C(Cl)=O.CN. Product: [Br:1][C:2]1[CH:3]=[C:4]([CH:8]=[CH:9][C:10]=1[Cl:11])[C:5]([NH:13][CH3:12])=[O:6]. (2) Reactant: CN(C)[C@H]1C[C@@H](C)O[C@@H]([O:10][C@@H:11]2[C@@H:25]([CH3:26])[C@H:24]([OH:27])[C@@H:23]([CH3:28])[C:22](=[O:29])[O:21][C@H:20]([CH2:30][CH3:31])[C@:19]([OH:33])([CH3:32])[C@H:18]([OH:34])[C@@H:17]([CH3:35])[NH:16][CH2:15][C@H:14]([CH3:36])[CH2:13][C@:12]2([OH:38])[CH3:37])[C@@H]1O.Cl.[OH-].[Na+]. Product: [CH2:30]([C@@H:20]1[C@:19]([OH:33])([CH3:32])[C@H:18]([OH:34])[C@@H:17]([CH3:35])[NH:16][CH2:15][C@H:14]([CH3:36])[CH2:13][C@:12]([OH:38])([CH3:37])[C@H:11]([OH:10])[C@@H:25]([CH3:26])[C@H:24]([OH:27])[C@@H:23]([CH3:28])[C:22](=[O:29])[O:21]1)[CH3:31]. The catalyst class is: 2. (3) Reactant: [F:1][C:2]1[C:3]([O:26][CH2:27][CH2:28][CH2:29][O:30][CH3:31])=[CH:4][C:5]2[CH2:14][CH:13]([CH:15]([CH3:17])[CH3:16])[N:12]3[C:7](=[CH:8][C:9](=[O:23])[C:10]([C:18]([O:20]CC)=[O:19])=[CH:11]3)[C:6]=2[C:24]=1[F:25].O[Li].O.Cl. Product: [F:1][C:2]1[C:3]([O:26][CH2:27][CH2:28][CH2:29][O:30][CH3:31])=[CH:4][C:5]2[CH2:14][CH:13]([CH:15]([CH3:17])[CH3:16])[N:12]3[C:7](=[CH:8][C:9](=[O:23])[C:10]([C:18]([OH:20])=[O:19])=[CH:11]3)[C:6]=2[C:24]=1[F:25]. The catalyst class is: 87. (4) Product: [CH2:6]([CH:5]1[C:10]([C:11]2[CH:16]=[CH:15][CH:14]=[CH:13][CH:12]=2)=[N:21][NH:20][C:3](=[O:2])[CH2:4]1)[CH2:7][CH2:8][CH3:9]. Reactant: C[O:2][C:3](=O)[CH2:4][CH:5]([C:10](=O)[C:11]1[CH:16]=[CH:15][CH:14]=[CH:13][CH:12]=1)[CH2:6][CH2:7][CH2:8][CH3:9].O.[NH2:20][NH2:21]. The catalyst class is: 8. (5) Reactant: O[C@@H]1[C@@H](C)C[C@@H]2[C@H]3[C@H](CC[C@]12C)[C@@H]1C(=CC(=O)CC1)C[C@H]3C.[OH:23][C@@H:24]1[C:29]([CH3:31])([CH3:30])[CH2:28][C@@H:27]2[C@H:32]3[C@H:41]([CH2:42][CH2:43][C@:25]12[CH3:26])[C@@H:40]1[C:35](=[CH:36][C:37](=[O:44])[CH2:38][CH2:39]1)[CH2:34][C@H:33]3[CH3:45]. Product: [OH:23][C@@H:24]1[C:29]([CH3:31])([CH3:30])[CH2:28][C@H:27]2[C@H:32]3[C@H:41]([CH2:42][CH2:43][C@:25]12[CH3:26])[C@@H:40]1[C:35](=[CH:36][C:37](=[O:44])[CH2:38][CH2:39]1)[CH2:34][C@H:33]3[CH3:45]. The catalyst class is: 12. (6) Reactant: [Cl:1][C:2]1[CH:10]=[C:9]2[C:5]([CH2:6][CH2:7][C:8]2=[O:11])=[CH:4][CH:3]=1.N(C(C)(C)C#N)=NC(C)(C)C#N.[Br:24]N1C(=O)CCC1=O.C(N(CC)CC)C. Product: [Br:24][C:6]1[C:5]2[C:9](=[CH:10][C:2]([Cl:1])=[CH:3][CH:4]=2)[C:8](=[O:11])[CH:7]=1. The catalyst class is: 325.